From a dataset of Forward reaction prediction with 1.9M reactions from USPTO patents (1976-2016). Predict the product of the given reaction. (1) The product is: [ClH:67].[ClH:67].[ClH:67].[ClH:67].[NH2:35][CH2:34][CH2:33][O:32][CH2:31][CH2:30][O:29][CH2:28][CH2:27][O:26][CH2:25][CH2:24][N:23]([CH3:43])[CH2:22][CH2:21][N:20]([CH3:44])[C:19](=[O:45])[C:15]1[CH:16]=[CH:17][CH:18]=[C:13]([C:11]([NH:10][C:7]2[CH:8]=[CH:9][C:4]([N:3]([CH2:1][CH3:2])[CH2:65][CH3:66])=[CH:5][C:6]=2[C:46]2[CH:51]=[C:50]([C:52](=[O:64])[NH:53][C@@H:54]3[C:63]4[C:58](=[CH:59][CH:60]=[CH:61][CH:62]=4)[CH2:57][CH2:56][CH2:55]3)[CH:49]=[CH:48][N:47]=2)=[O:12])[CH:14]=1. Given the reactants [CH2:1]([N:3]([CH2:65][CH3:66])[C:4]1[CH:9]=[CH:8][C:7]([NH:10][C:11]([C:13]2[CH:14]=[C:15]([C:19](=[O:45])[N:20]([CH3:44])[CH2:21][CH2:22][N:23]([CH3:43])[CH2:24][CH2:25][O:26][CH2:27][CH2:28][O:29][CH2:30][CH2:31][O:32][CH2:33][CH2:34][NH:35]C(=O)OC(C)(C)C)[CH:16]=[CH:17][CH:18]=2)=[O:12])=[C:6]([C:46]2[CH:51]=[C:50]([C:52](=[O:64])[NH:53][C@@H:54]3[C:63]4[C:58](=[CH:59][CH:60]=[CH:61][CH:62]=4)[CH2:57][CH2:56][CH2:55]3)[CH:49]=[CH:48][N:47]=2)[CH:5]=1)[CH3:2].[ClH:67], predict the reaction product. (2) Given the reactants [CH:1](=O)[C:2]1[CH:7]=[CH:6][C:5]([O:8][CH3:9])=[CH:4][CH:3]=1.[CH3:11][O:12][C:13]1[CH:20]=[CH:19][C:16]([CH2:17][NH2:18])=[CH:15][CH:14]=1.[BH4-].[Na+], predict the reaction product. The product is: [CH3:9][O:8][C:5]1[CH:6]=[CH:7][C:2]([CH2:1][NH:18][CH2:17][C:16]2[CH:19]=[CH:20][C:13]([O:12][CH3:11])=[CH:14][CH:15]=2)=[CH:3][CH:4]=1. (3) Given the reactants [F:1][C:2]([F:37])([F:36])[C:3]1[CH:4]=[C:5]([NH:9][C:10](=[O:35])[C:11](=[CH:25][C:26]2[CH:31]=[CH:30][C:29]([CH:32]([CH3:34])[CH3:33])=[CH:28][CH:27]=2)[C:12]([NH:14][C:15]2[CH:20]=[CH:19][CH:18]=[C:17]([C:21]([F:24])([F:23])[F:22])[CH:16]=2)=[O:13])[CH:6]=[CH:7][CH:8]=1.[NH:38]1[CH2:43][CH2:42][O:41][CH2:40][CH2:39]1, predict the reaction product. The product is: [F:1][C:2]([F:36])([F:37])[C:3]1[CH:4]=[C:5]([NH:9][C:10](=[O:35])[CH:11]([CH:25]([C:26]2[CH:31]=[CH:30][C:29]([CH:32]([CH3:34])[CH3:33])=[CH:28][CH:27]=2)[N:38]2[CH2:43][CH2:42][O:41][CH2:40][CH2:39]2)[C:12]([NH:14][C:15]2[CH:20]=[CH:19][CH:18]=[C:17]([C:21]([F:22])([F:23])[F:24])[CH:16]=2)=[O:13])[CH:6]=[CH:7][CH:8]=1. (4) Given the reactants Cl[C:2]1[CH:7]=[C:6]([C:8]2[NH:9][CH:10]=[CH:11][CH:12]=2)[N:5]=[C:4]2[CH2:13][CH2:14][CH2:15][C:3]=12.[NH2:16][C:17]1[CH:25]=[CH:24][C:20]([CH2:21][CH2:22][OH:23])=[CH:19][CH:18]=1.O.C(#N)C.C(O)(C(F)(F)F)=O, predict the reaction product. The product is: [NH:9]1[CH:10]=[CH:11][CH:12]=[C:8]1[C:6]1[N:5]=[C:4]2[CH2:13][CH2:14][CH2:15][C:3]2=[C:2]([NH:16][C:17]2[CH:25]=[CH:24][C:20]([CH2:21][CH2:22][OH:23])=[CH:19][CH:18]=2)[CH:7]=1. (5) Given the reactants [H-].[Na+].[I:3][C:4]1[CH:9]=[CH:8][C:7]([CH2:10][CH2:11][NH:12][C:13](=[O:19])[O:14][C:15]([CH3:18])([CH3:17])[CH3:16])=[CH:6][CH:5]=1.[CH2:20](Br)[C:21]1[CH:26]=[CH:25][CH:24]=[CH:23][CH:22]=1, predict the reaction product. The product is: [CH2:20]([N:12]([CH2:11][CH2:10][C:7]1[CH:6]=[CH:5][C:4]([I:3])=[CH:9][CH:8]=1)[C:13](=[O:19])[O:14][C:15]([CH3:16])([CH3:18])[CH3:17])[C:21]1[CH:26]=[CH:25][CH:24]=[CH:23][CH:22]=1. (6) The product is: [NH2:1][C@H:2]([C:14]([OH:16])=[O:15])[CH2:3][CH2:4][CH2:5][NH2:6]. Given the reactants [NH:1](C(OC(C)(C)C)=O)[C@H:2]([C:14]([OH:16])=[O:15])[CH2:3][CH2:4][CH2:5][NH:6]C(OC(C)(C)C)=O.S(O)(C)(=O)=O, predict the reaction product. (7) Given the reactants [C:1]([C:5]1[C:9]([CH2:10][CH2:11][C:12]([O:14][CH3:15])=[O:13])=[CH:8][NH:7][N:6]=1)([CH3:4])([CH3:3])[CH3:2].Cl[C:17]1[N:18]=[N:19][C:20]([C:23]([F:26])([F:25])[F:24])=[CH:21][CH:22]=1.[H-].[Na+].Cl, predict the reaction product. The product is: [C:1]([C:5]1[C:9]([CH2:10][CH2:11][C:12]([O:14][CH3:15])=[O:13])=[CH:8][N:7]([C:17]2[N:18]=[N:19][C:20]([C:23]([F:26])([F:25])[F:24])=[CH:21][CH:22]=2)[N:6]=1)([CH3:4])([CH3:2])[CH3:3]. (8) Given the reactants C(=O)([O-])[O-].[Cs+].[Cs+].[CH3:7][C:8]([Si:11]([CH3:33])([CH3:32])[O:12][CH2:13][C@@H:14]([O:16][C:17]1[CH:18]=[C:19]([CH:28]=[C:29]([OH:31])[CH:30]=1)[C:20]([NH:22][C:23]1[S:24][CH:25]=[CH:26][N:27]=1)=[O:21])[CH3:15])([CH3:10])[CH3:9].[N:34]1([C:38]([C:40]2[CH:45]=[CH:44][C:43](Br)=[CH:42][N:41]=2)=[O:39])[CH2:37][CH2:36][CH2:35]1, predict the reaction product. The product is: [N:34]1([C:38]([C:40]2[N:41]=[CH:42][C:43]([O:31][C:29]3[CH:28]=[C:19]([CH:18]=[C:17]([O:16][C@@H:14]([CH3:15])[CH2:13][O:12][Si:11]([C:8]([CH3:9])([CH3:10])[CH3:7])([CH3:33])[CH3:32])[CH:30]=3)[C:20]([NH:22][C:23]3[S:24][CH:25]=[CH:26][N:27]=3)=[O:21])=[CH:44][CH:45]=2)=[O:39])[CH2:37][CH2:36][CH2:35]1. (9) Given the reactants ClC(Cl)C(O)=O.[NH2:7][C:8](=[O:37])[CH:9]([OH:36])[CH:10]([NH:18][C:19](=[O:35])[C:20]1[CH:25]=[CH:24][CH:23]=[N:22][C:21]=1[C:26]1[NH:30][C:29]2[CH:31]=[CH:32][CH:33]=[CH:34][C:28]=2[N:27]=1)[CH2:11][C:12]1[CH:17]=[CH:16][CH:15]=[CH:14][CH:13]=1.[Na+].[Cl-].C([O-])(O)=O.[Na+], predict the reaction product. The product is: [NH2:7][C:8](=[O:37])[C:9](=[O:36])[CH:10]([NH:18][C:19]([C:20]1[C:21]([C:26]2[NH:30][C:29]3[CH:31]=[CH:32][CH:33]=[CH:34][C:28]=3[N:27]=2)=[N:22][CH:23]=[CH:24][CH:25]=1)=[O:35])[CH2:11][C:12]1[CH:13]=[CH:14][CH:15]=[CH:16][CH:17]=1. (10) Given the reactants [F:1][C:2]1([F:21])[CH2:5][CH:4]([CH2:6][C@H:7]([NH:13][C:14](=[O:20])[O:15][C:16]([CH3:19])([CH3:18])[CH3:17])[C:8](=[O:12])[C:9]([CH3:11])=[CH2:10])[CH2:3]1.[O-]Cl.[Na+].C(=O)(O)[O-:26].[Na+], predict the reaction product. The product is: [F:1][C:2]1([F:21])[CH2:3][CH:4]([CH2:6][C@H:7]([NH:13][C:14](=[O:20])[O:15][C:16]([CH3:17])([CH3:19])[CH3:18])[C:8]([C@@:9]2([CH3:11])[CH2:10][O:26]2)=[O:12])[CH2:5]1.